This data is from Forward reaction prediction with 1.9M reactions from USPTO patents (1976-2016). The task is: Predict the product of the given reaction. (1) Given the reactants Br[C:2]1[C:10]2[N:9]3[CH2:11][CH2:12][NH:13][C:14](=[O:15])[C:8]3=[C:7]([CH3:16])[C:6]=2[CH:5]=[C:4]([C:17]#[N:18])[CH:3]=1.[Cl:19][C:20]1[CH:21]=[C:22](B(O)O)[CH:23]=[C:24]([Cl:26])[CH:25]=1, predict the reaction product. The product is: [Cl:19][C:20]1[CH:21]=[C:22]([C:2]2[C:10]3[N:9]4[CH2:11][CH2:12][NH:13][C:14](=[O:15])[C:8]4=[C:7]([CH3:16])[C:6]=3[CH:5]=[C:4]([C:17]#[N:18])[CH:3]=2)[CH:23]=[C:24]([Cl:26])[CH:25]=1. (2) Given the reactants [CH2:1]([NH:8][NH2:9])[C:2]1[CH:7]=[CH:6][CH:5]=[CH:4][CH:3]=1.[Cl:10][C:11]1[CH:16]=[CH:15][C:14]([S:17]([N:20]2[CH:25]3[CH2:26][CH2:27][CH2:28][CH:21]2[C:22](=[CH:30]O)[C:23](=O)[CH2:24]3)(=[O:19])=[O:18])=[CH:13][CH:12]=1, predict the reaction product. The product is: [CH2:1]([N:8]1[C:23]2[CH2:24][CH:25]3[N:20]([S:17]([C:14]4[CH:15]=[CH:16][C:11]([Cl:10])=[CH:12][CH:13]=4)(=[O:19])=[O:18])[CH:21]([CH2:28][CH2:27][CH2:26]3)[C:22]=2[CH:30]=[N:9]1)[C:2]1[CH:7]=[CH:6][CH:5]=[CH:4][CH:3]=1. (3) Given the reactants [NH2:1][C:2]1[C:7]([N+:8]([O-:10])=[O:9])=[CH:6][CH:5]=[C:4](Cl)[N:3]=1.C([O-])([O-])=O.[Na+].[Na+].[N:18]1[CH:23]=[CH:22][CH:21]=[C:20](B(O)O)[CH:19]=1, predict the reaction product. The product is: [N+:8]([C:7]1[CH:6]=[CH:5][C:4]([C:20]2[CH:19]=[N:18][CH:23]=[CH:22][CH:21]=2)=[N:3][C:2]=1[NH2:1])([O-:10])=[O:9]. (4) Given the reactants [N+:1]([C:4]1[CH:9]=[CH:8][CH:7]=[CH:6][C:5]=1[N:10]1[CH:14]=[CH:13][CH:12]=[C:11]1[CH:15]=O)([O-:3])=[O:2].C(P(CCCC)(CCCC)[CH2:22][CH:23]1[O:27][CH2:26][CH2:25][O:24]1)CCC.CC([O-])(C)C.[K+].O, predict the reaction product. The product is: [N+:1]([C:4]1[CH:9]=[CH:8][CH:7]=[CH:6][C:5]=1[N:10]1[CH:14]=[CH:13][CH:12]=[C:11]1[CH:15]=[CH:22][CH:23]1[O:27][CH2:26][CH2:25][O:24]1)([O-:3])=[O:2]. (5) The product is: [Cl:39][C:36]1[CH:37]=[CH:38][C:33]([C@H:29]([C:30]([N:16]2[CH2:15][CH2:14][N:13]([C:11]3[C:12]4[C@H:4]([CH3:3])[CH2:5][C@@H:6]([OH:19])[C:7]=4[N:8]=[CH:9][N:10]=3)[CH2:18][CH2:17]2)=[O:31])[CH2:28][NH:27][C:25](=[O:26])[O:24][C:20]([CH3:23])([CH3:21])[CH3:22])=[CH:34][CH:35]=1. Given the reactants Cl.Cl.[CH3:3][C@H:4]1[C:12]2[C:11]([N:13]3[CH2:18][CH2:17][NH:16][CH2:15][CH2:14]3)=[N:10][CH:9]=[N:8][C:7]=2[C@H:6]([OH:19])[CH2:5]1.[C:20]([O:24][C:25]([NH:27][CH2:28][C@H:29]([C:33]1[CH:38]=[CH:37][C:36]([Cl:39])=[CH:35][CH:34]=1)[C:30](O)=[O:31])=[O:26])([CH3:23])([CH3:22])[CH3:21].C(N(C(C)C)CC)(C)C.CN(C(ON1N=NC2C=CC=CC1=2)=[N+](C)C)C.F[P-](F)(F)(F)(F)F, predict the reaction product. (6) The product is: [Cl:1][C:2]1[CH:12]=[CH:11][C:5]([O:6][CH2:7][CH:8]([OH:9])[CH2:10][N:23]2[CH2:24][CH2:25][CH2:26][CH:21]([CH2:20][O:19][C:18]3[CH:27]=[CH:28][C:15]([C:14]([F:13])([F:29])[F:30])=[CH:16][CH:17]=3)[CH2:22]2)=[CH:4][CH:3]=1. Given the reactants [Cl:1][C:2]1[CH:12]=[CH:11][C:5]([O:6][CH2:7][CH:8]2[CH2:10][O:9]2)=[CH:4][CH:3]=1.[F:13][C:14]([F:30])([F:29])[C:15]1[CH:28]=[CH:27][C:18]([O:19][CH2:20][CH:21]2[CH2:26][CH2:25][CH2:24][NH:23][CH2:22]2)=[CH:17][CH:16]=1, predict the reaction product. (7) The product is: [N:1]1([C:14]([O:13][CH2:12][C:9]2[CH:10]=[CH:11][CH:6]=[CH:7][CH:8]=2)=[O:15])[CH2:5][CH:4]=[CH:3][CH2:2]1. Given the reactants [NH:1]1[CH2:5][CH2:4][CH2:3][CH2:2]1.[CH:6]1[CH:11]=[CH:10][C:9]([CH2:12][O:13][C:14](Cl)=[O:15])=[CH:8][CH:7]=1, predict the reaction product.